The task is: Predict the reactants needed to synthesize the given product.. This data is from Full USPTO retrosynthesis dataset with 1.9M reactions from patents (1976-2016). Given the product [Cl:30][C:31]1[CH:32]=[C:33]([C:2]2[CH:3]=[C:4]3[C:9](=[CH:10][CH:11]=2)[N:8]=[CH:7][C:6]([C:12]([CH:14]2[CH2:15][CH2:16]2)=[O:13])=[C:5]3[N:17]2[CH2:18][CH2:19][CH:20]([CH2:23][N:24]3[CH2:25][CH2:26][O:27][CH2:28][CH2:29]3)[CH2:21][CH2:22]2)[CH:34]=[CH:35][C:36]=1[OH:37], predict the reactants needed to synthesize it. The reactants are: Br[C:2]1[CH:3]=[C:4]2[C:9](=[CH:10][CH:11]=1)[N:8]=[CH:7][C:6]([C:12]([CH:14]1[CH2:16][CH2:15]1)=[O:13])=[C:5]2[N:17]1[CH2:22][CH2:21][CH:20]([CH2:23][N:24]2[CH2:29][CH2:28][O:27][CH2:26][CH2:25]2)[CH2:19][CH2:18]1.[Cl:30][C:31]1[CH:32]=[C:33](B(O)O)[CH:34]=[CH:35][C:36]=1[OH:37].